From a dataset of Catalyst prediction with 721,799 reactions and 888 catalyst types from USPTO. Predict which catalyst facilitates the given reaction. Reactant: C(N(CC)CC)C.Cl.[C:9](Cl)(=[O:16])[C:10]1[CH:15]=[CH:14][CH:13]=[N:12][CH:11]=1.Cl.Cl.[NH2:20][C:21]1[CH:53]=[CH:52][C:24]([O:25][C:26]2[CH:27]=[CH:28][C:29]3[N:33]=[C:32]([CH2:34][O:35][C:36]4[CH:49]=[CH:48][C:39]([CH2:40][CH:41]5[S:45][C:44](=[O:46])[NH:43][C:42]5=[O:47])=[CH:38][CH:37]=4)[N:31]([CH3:50])[C:30]=3[CH:51]=2)=[CH:23][CH:22]=1. Product: [O:46]=[C:44]1[NH:43][C:42](=[O:47])[CH:41]([CH2:40][C:39]2[CH:38]=[CH:37][C:36]([O:35][CH2:34][C:32]3[N:31]([CH3:50])[C:30]4[CH:51]=[C:26]([O:25][C:24]5[CH:52]=[CH:53][C:21]([NH:20][C:9](=[O:16])[C:10]6[CH:15]=[CH:14][CH:13]=[N:12][CH:11]=6)=[CH:22][CH:23]=5)[CH:27]=[CH:28][C:29]=4[N:33]=3)=[CH:49][CH:48]=2)[S:45]1. The catalyst class is: 9.